This data is from Reaction yield outcomes from USPTO patents with 853,638 reactions. The task is: Predict the reaction yield, written as a fraction of the theoretical maximum amount of product (1.0 means a 100% yield; for example, 0.34 means a 34% yield). (1) The reactants are Br[C:2]1[C:11]([CH3:12])=[C:10]2[C:5]([CH:6]=[CH:7][C:8]([CH3:13])=[N:9]2)=[CH:4][CH:3]=1.C([O:16][C:17](=[O:21])C([O-])=O)C.[K+].[OH-].[Na+]. The catalyst is CN1C(=O)CCC1.O.C(O)(C(F)(F)F)=O.C(O)(C(F)(F)F)=O.[Pd]. The product is [CH3:13][C:8]1[CH:7]=[CH:6][C:5]2[C:10](=[C:11]([CH3:12])[C:2]([C:17]([OH:21])=[O:16])=[CH:3][CH:4]=2)[N:9]=1. The yield is 0.540. (2) The reactants are [CH2:1]([O:3][C:4](=[O:26])[CH:5]([O:23][CH2:24][CH3:25])[CH2:6][C:7]1[CH:12]=[CH:11][C:10](OCC2C=CC=CC=2)=[C:9]([O:21][CH3:22])[CH:8]=1)[CH3:2].C(=O)([O-])[O-].[K+].[K+].[C:33]([O:37][C:38]([NH:40][C:41]1[CH:46]=[CH:45][C:44]([CH2:47][CH2:48][O:49]S(C2C=CC(C)=CC=2)(=O)=O)=[CH:43][CH:42]=1)=[O:39])([CH3:36])([CH3:35])[CH3:34]. The catalyst is C(#N)C. The product is [CH2:1]([O:3][C:4](=[O:26])[CH:5]([O:23][CH2:24][CH3:25])[CH2:6][C:7]1[CH:12]=[CH:11][C:10]([O:49][CH2:48][CH2:47][C:44]2[CH:43]=[CH:42][C:41]([NH:40][C:38]([O:37][C:33]([CH3:34])([CH3:35])[CH3:36])=[O:39])=[CH:46][CH:45]=2)=[C:9]([O:21][CH3:22])[CH:8]=1)[CH3:2]. The yield is 0.772.